This data is from Catalyst prediction with 721,799 reactions and 888 catalyst types from USPTO. The task is: Predict which catalyst facilitates the given reaction. (1) Reactant: C([O:4][CH:5]1[CH2:10][CH:9]2[CH2:11][C:6]1([CH3:12])[CH2:7][CH2:8]2)(=O)C. Product: [CH3:12][C:6]12[CH2:11][CH:9]([CH2:8][CH2:7]1)[CH2:10][CH:5]2[OH:4]. The catalyst class is: 74. (2) Reactant: Br[C:2]1[CH:7]=[CH:6][C:5]([N:8]2[CH2:13][CH2:12][CH2:11][CH:10]([OH:14])[C:9]2=[O:15])=[C:4]([F:16])[CH:3]=1.[CH3:17][S:18][C:19]1[CH:24]=[CH:23][CH:22]=[CH:21][C:20]=1B(O)O.C(=O)([O-])[O-].[Na+].[Na+]. Product: [F:16][C:4]1[CH:3]=[C:2]([C:20]2[CH:21]=[CH:22][CH:23]=[CH:24][C:19]=2[S:18][CH3:17])[CH:7]=[CH:6][C:5]=1[N:8]1[CH2:13][CH2:12][CH2:11][CH:10]([OH:14])[C:9]1=[O:15]. The catalyst class is: 7. (3) Reactant: [CH3:1][C@@H:2]1[CH2:6][CH2:5][C@@H:4]([CH3:7])[P:3]1[Si](C)(C)C.C[N:13]1[C:17](=[O:18])[C:16](Br)=[C:15](Br)[C:14]1=[O:21]. Product: [CH3:1][C@@H:2]1[CH2:6][CH2:5][C@@H:4]([CH3:7])[P:3]1[C:15]1[C:14]([NH:13][C:17](=[O:18])[C:16]=1[P:3]1[C@H:4]([CH3:7])[CH2:5][CH2:6][C@H:2]1[CH3:1])=[O:21]. The catalyst class is: 1. (4) Reactant: [NH2:1][C:2]1[CH:18]=[CH:17][C:16]([Cl:19])=[CH:15][C:3]=1[C:4]([C:6]1[CH:11]=[CH:10][CH:9]=[CH:8][C:7]=1[N+:12]([O-:14])=[O:13])=O.[C:20]([NH:22][C:23]([NH2:25])=[NH:24])#[N:21].O.C1(C)C=CC(S(O)(=O)=O)=CC=1. Product: [Cl:19][C:16]1[CH:15]=[C:3]2[C:2](=[CH:18][CH:17]=1)[N:1]=[C:20]([NH:22][C:23]([NH2:25])=[NH:24])[N:21]=[C:4]2[C:6]1[CH:11]=[CH:10][CH:9]=[CH:8][C:7]=1[N+:12]([O-:14])=[O:13]. The catalyst class is: 5. (5) Reactant: [OH:1][C:2]1[CH:7]=[CH:6][C:5](B(O)O)=[CH:4][CH:3]=1.Br[C:12]1[N:13]=[CH:14][S:15][CH:16]=1.C(=O)([O-])[O-].[K+].[K+]. Product: [S:15]1[CH:16]=[C:12]([C:5]2[CH:6]=[CH:7][C:2]([OH:1])=[CH:3][CH:4]=2)[N:13]=[CH:14]1. The catalyst class is: 235. (6) Reactant: [CH3:1][CH2:2]N(C(C)C)C(C)C.[C:10]1([C:24]2[CH:29]=[CH:28][CH:27]=[CH:26][CH:25]=2)[CH:15]=[CH:14][C:13]([N:16](C)[C:17](=[O:22])[CH2:18][C:19]([OH:21])=O)=[CH:12][CH:11]=1.C1C=CC2N(O)N=NC=2C=1.CCN=C=NCCCN(C)C.Cl.Cl.[Br:53][C:54]1[CH:59]=[CH:58][CH:57]=[CH:56][C:55]=1[C:60]([N:62]1[CH2:67][CH2:66][NH:65][CH2:64][CH2:63]1)=[O:61]. Product: [C:10]1([C:24]2[CH:25]=[CH:26][CH:27]=[CH:28][CH:29]=2)[CH:11]=[CH:12][C:13]([NH:16][C:17]([C:18]2([C:19]([N:65]3[CH2:64][CH2:63][N:62]([C:60](=[O:61])[C:55]4[CH:56]=[CH:57][CH:58]=[CH:59][C:54]=4[Br:53])[CH2:67][CH2:66]3)=[O:21])[CH2:2][CH2:1]2)=[O:22])=[CH:14][CH:15]=1. The catalyst class is: 18. (7) Reactant: CON(C)[C:4]([C@@H:6]1[CH2:10][C@H:9]([CH3:11])[CH2:8][N:7]1[C:12]([O:14][C:15]([CH3:18])([CH3:17])[CH3:16])=[O:13])=[O:5].[H-].[Al+3].[Li+].[H-].[H-].[H-]. Product: [CH:4]([C@@H:6]1[CH2:10][C@H:9]([CH3:11])[CH2:8][N:7]1[C:12]([O:14][C:15]([CH3:16])([CH3:18])[CH3:17])=[O:13])=[O:5]. The catalyst class is: 1. (8) Reactant: [H-].[Al+3].[Li+].[H-].[H-].[H-].C[O:8][C:9]([C:11]1([C:16](OC)=[O:17])[CH2:15][CH:14]=[CH:13][CH2:12]1)=O. Product: [OH:8][CH2:9][C:11]1([CH2:16][OH:17])[CH2:15][CH:14]=[CH:13][CH2:12]1. The catalyst class is: 182. (9) Reactant: [H-].[Na+].[OH:3][C:4]1([C:18]([CH3:24])([CH3:23])[C:19]([O:21][CH3:22])=[O:20])[CH2:7][N:6]([C:8]([O:10][CH2:11][C:12]2[CH:17]=[CH:16][CH:15]=[CH:14][CH:13]=2)=[O:9])[CH2:5]1.[C:25](=[S:27])=[S:26].I[CH3:29]. Product: [CH3:22][O:21][C:19](=[O:20])[C:18]([C:4]1([O:3][C:25]([S:27][CH3:29])=[S:26])[CH2:7][N:6]([C:8]([O:10][CH2:11][C:12]2[CH:17]=[CH:16][CH:15]=[CH:14][CH:13]=2)=[O:9])[CH2:5]1)([CH3:24])[CH3:23]. The catalyst class is: 7.